The task is: Binary Classification. Given a miRNA mature sequence and a target amino acid sequence, predict their likelihood of interaction.. This data is from Experimentally validated miRNA-target interactions with 360,000+ pairs, plus equal number of negative samples. (1) The miRNA is dre-miR-140-5p with sequence CAGUGGUUUUACCCUAUGGUAG. The protein sequence of the target gene is MPRSFLVKSKKAHSYHQPRSPGPDYSLRLENVPAPSRADSTSNAGGAKAEPRDRLSPESQLTEAPDRASASPDSCEGSVCERSSEFEDFWRPPSPSASPASEKSMCPSLDEAQPFPLPFKPYSWSGLAGSDLRHLVQSYRPCGALERGAGLGLFCEPAPEPGHPAALYGPKRAAGGAGAGAPGSCSAGAGATAGPGLGLYGDFGSAAAGLYERPTAAAGLLYPERGHGLHADKGAGVKVESELLCTRLLLGGGSYKCIKCSKVFSTPHGLEVHVRRSHSGTRPFACEMCGKTFGHAVSLE.... Result: 0 (no interaction). (2) The miRNA is hsa-miR-181c-3p with sequence AACCAUCGACCGUUGAGUGGAC. The protein sequence of the target gene is MKDYDELLKYYELYETIGTGGFAKVKLACHVLTGEMVAIKIMDKNALGSDLPRVKTEIDALKSLRHQHICQLYHVLETKNKIFMVLEYCPGGELFDYIISQDRLSEEETRVVFRQILSAVAYVHSQGYAHRDLKPENLLFDENHKLKLIDFGLCAKPKGNKDYHLQTCCGSLAYAAPELIQGKSYLGSEADVWSMGILLYVLMCGFLPFDDDNVMALYKKIMRGKYEVPKWLSPSSILLLQQMLQVDPKKRISMRNLLNHPWVMQDYSCPVEWQSKTPLTHLDEDCVTELSVHHRSSRQT.... Result: 0 (no interaction). (3) The miRNA is rno-miR-142-5p with sequence CAUAAAGUAGAAAGCACUACU. The protein sequence of the target gene is MNMEIGHPHEGKDDLGDKRVIMGTKFPMELGIRVGLGKEDSRCGESPVVSNKCEGRMAPPETKFPLSKGLEMGLERQNISRTVMQRGSLGVDSVSASQGTKPSLLPGRMGLENESLLAGYTHERIIQPPLGRVCGSSQAAGSRRAPLASGPEGVEELVGKPAFVMEPRQEMEKESTCVLMKPNTEIKLPVEVDIGLTQAEGPDETKNTEPQMGLVIEPPQCQFAQQHEQRKEAGNIESGVEPPDRIRPIYSGKFFDRTPCWPSAGKVIPVGYRVATCLTEKLPRLITPPEAKKYFNFRYP.... Result: 0 (no interaction). (4) The miRNA is hsa-miR-650 with sequence AGGAGGCAGCGCUCUCAGGAC. The protein sequence of the target gene is MNDQYHRAARDGYLELLKEATRKELNAPDEDGMTPTLWAAYHGNLESLRLIVSRGGDPDKCDIWGNTPLHLAASNGHLHCLSFLVSFGANIWCLDNDYHTPLDMAAMKGHMECVRYLDSIAAKQSSLNPKLVGKLKDKAFREAERRIRECAKLQRRHHERMERRYRRELAERSDTLSFSSLTSSTLSRRLQHLALGSHLPYSQATLHGTARGKTKMQKKLERRKQGGEGTFKVSEDGRKSARSLSGLQLGSDVMFVRQGTYANPKEWGRAPLRDMFLSDEDSVSRATLAAEPAHSEVSTD.... Result: 1 (interaction). (5) The miRNA is hsa-miR-5088-3p with sequence UCCCUUCUUCCUGGGCCCUCA. The protein sequence of the target gene is MRLAVLFSGALLGLLAAQGTGNDCPHKKSATLLPSFTVTPTVTESTGTTSHRTTKSHKTTTHRTTTTGTTSHGPTTATHNPTTTSHGNVTVHPTSNSTATSQGPSTATHSPATTSHGNATVHPTSNSTATSPGFTSSAHPEPPPPSPSPSPTSKETIGDYTWTNGSQPCVHLQAQIQIRVMYTTQGGGEAWGISVLNPNKTKVQGSCEGAHPHLLLSFPYGHLSFGFMQDLQQKVVYLSYMAVEYNVSFPHAAQWTFSAQNASLRDLQAPLGQSFSCSNSSIILSPAVHLDLLSLRLQAA.... Result: 1 (interaction). (6) The miRNA is hsa-miR-6072 with sequence UCCUCAUCACACUGCACCUUAG. The protein sequence of the target gene is MERPQPDSMPQDLSEALKEATKEVHIQAENAEFMKNFQKGQVSREGFKLVMASLYHIYTALEEEIERNKQNPVYAPLYFPEELHRRAALEQDMAFWYGPHWQEIIPCTPATQHYVKRLHEVGRTHPELLVAHAYTRYLGDLSGGQVLKKIAQKAMALPSSGEGLAFFTFPNIDSPTKFKQLYRARMNTLEMTPEVKHRVTEEAKTAFLLNIELFEELQVMLTEEHKDQSPSQMASLRQRPASLVQDTAPAETPRGKPQISTSSSQTPLLQWVLTLSFLLATVAVGIYAM. Result: 0 (no interaction). (7) The miRNA is hsa-miR-125a-5p with sequence UCCCUGAGACCCUUUAACCUGUGA. The protein sequence of the target gene is MPAARVEYIAPWWVVWLHSVPHLGLRLQRVDSTFSPGDETYQESLLFLGVLAAIGLGLNLIFLTVYLVCTCCCRRDHTVQTKQQESCCVTWTAVVAGLLCCAAVGVGFYGNSETNDGMHQLIYSLDNANHTFSGMDELVSANTQRMKVDLEQHLARLSEIIAARGDYIQTLKFMQQMAGNVVSQLSGLPVWREVTTQLTKLSHQTAYVEYYRWLSYLLLFILDLVICLVTCLGLARRSKCLLASMLCCGILTLILSWASLAADAAAAVGTSDFCMAPDIYILNNTGSQINSEVTRYYLHC.... Result: 0 (no interaction). (8) The miRNA is dre-miR-144-3p with sequence UACAGUAUAGAUGAUGUACU. Result: 0 (no interaction). The protein sequence of the target gene is MAVARVDGALAPGEGSVVNWSGQGLQKLGANLPCEADVHTLILDKNQIIKLENLEKCKQLIQLSVANNRLVRMMGVAKLTQLRVLNLPHNSIGCVEGLKDLVHLEWLNLAGNNLKTMEQVNSCTALQHLDLSDNNIPQIGDVSKLISLKTLLLHGNIITSLRMAPAYLPRNLSILSLAENEIRDLNEISFLASLSELEQLSIMNNPCVMATPSIPGFDYRPFIVSWCLNLRVLDGYVISQKESLKAEWLYSQGKGRSYRPGQHIQLVQYLATVCPLTSALGLQTAEDAKLEKILSKQRFH.... (9) The miRNA is mmu-miR-590-3p with sequence UAAUUUUAUGUAUAAGCUAGU. The protein sequence of the target gene is MMYSPICLTQDEFHPFIEALLPHVRAIAYTWFNLQARKRKYFKKHEKRMSKDEERAVKDELLSEKPEIKQKWASRLLAKLRKDIRQEYREDFVLTVTGKKHPCCVLSNPDQKGKIRRIDCLRQADKVWRLDLVMVILFKGIPLESTDGERLMKSPHCTNPALCVQPHHITVSVKELDLFLAYYVQEQDSGQSGSPSHSDPAKNPPGYLEDSFVKSGVFNVSELVRVSRTPITQGTGVNFPIGEIPSQPYYHDMNSGVNLQRSLSSPPSSKRPKTISIDENMEPSPTGDFYPSPNSPAAGS.... Result: 1 (interaction). (10) The miRNA is mmu-miR-669c-3p with sequence UACACACACACACACAAGUAAA. The protein sequence of the target gene is MGVTCVSQMPVAEGKSLQQTVELLTKKLEMLGAEKQGTFCVDCETYHTAASTLGSQGQAGKLMYVMHNSEYPLSCFALFENGPCLIADTNFDVLMVKLKGFFQSAKASKIETRGTRYQYCDFLVKVGTVTMGPSARGISVEVEYGPCVVASDCWSLLLEFLQSFLGSHAPGAPTVFGNRHDAVYGPADTMIQYMELFNKIRKQQQVPVAGIR. Result: 1 (interaction).